Regression. Given two drug SMILES strings and cell line genomic features, predict the synergy score measuring deviation from expected non-interaction effect. From a dataset of NCI-60 drug combinations with 297,098 pairs across 59 cell lines. (1) Drug 1: CN(CC1=CN=C2C(=N1)C(=NC(=N2)N)N)C3=CC=C(C=C3)C(=O)NC(CCC(=O)O)C(=O)O. Drug 2: C1CC(C1)(C(=O)O)C(=O)O.[NH2-].[NH2-].[Pt+2]. Cell line: IGROV1. Synergy scores: CSS=26.6, Synergy_ZIP=-5.34, Synergy_Bliss=-3.61, Synergy_Loewe=-9.73, Synergy_HSA=-8.40. (2) Synergy scores: CSS=5.72, Synergy_ZIP=-3.65, Synergy_Bliss=-8.52, Synergy_Loewe=5.73, Synergy_HSA=-8.71. Drug 1: CC1=C2C(C(=O)C3(C(CC4C(C3C(C(C2(C)C)(CC1OC(=O)C(C(C5=CC=CC=C5)NC(=O)OC(C)(C)C)O)O)OC(=O)C6=CC=CC=C6)(CO4)OC(=O)C)O)C)O. Drug 2: C1CN(P(=O)(OC1)NCCCl)CCCl. Cell line: SR. (3) Drug 1: CC1=C(N=C(N=C1N)C(CC(=O)N)NCC(C(=O)N)N)C(=O)NC(C(C2=CN=CN2)OC3C(C(C(C(O3)CO)O)O)OC4C(C(C(C(O4)CO)O)OC(=O)N)O)C(=O)NC(C)C(C(C)C(=O)NC(C(C)O)C(=O)NCCC5=NC(=CS5)C6=NC(=CS6)C(=O)NCCC[S+](C)C)O. Drug 2: COCCOC1=C(C=C2C(=C1)C(=NC=N2)NC3=CC=CC(=C3)C#C)OCCOC.Cl. Cell line: A549. Synergy scores: CSS=49.5, Synergy_ZIP=4.68, Synergy_Bliss=6.77, Synergy_Loewe=-2.53, Synergy_HSA=11.2. (4) Drug 1: CN1C(=O)N2C=NC(=C2N=N1)C(=O)N. Drug 2: CC1C(C(CC(O1)OC2CC(CC3=C2C(=C4C(=C3O)C(=O)C5=C(C4=O)C(=CC=C5)OC)O)(C(=O)CO)O)N)O.Cl. Cell line: SK-OV-3. Synergy scores: CSS=14.0, Synergy_ZIP=-1.59, Synergy_Bliss=-0.864, Synergy_Loewe=-12.7, Synergy_HSA=-2.11. (5) Drug 1: C1=NC2=C(N1)C(=S)N=CN2. Drug 2: CC1CCC2CC(C(=CC=CC=CC(CC(C(=O)C(C(C(=CC(C(=O)CC(OC(=O)C3CCCCN3C(=O)C(=O)C1(O2)O)C(C)CC4CCC(C(C4)OC)O)C)C)O)OC)C)C)C)OC. Cell line: A549. Synergy scores: CSS=1.53, Synergy_ZIP=3.17, Synergy_Bliss=-3.42, Synergy_Loewe=-2.32, Synergy_HSA=-2.26. (6) Drug 1: C1CCC(C1)C(CC#N)N2C=C(C=N2)C3=C4C=CNC4=NC=N3. Drug 2: CC1C(C(CC(O1)OC2CC(CC3=C2C(=C4C(=C3O)C(=O)C5=C(C4=O)C(=CC=C5)OC)O)(C(=O)CO)O)N)O.Cl. Cell line: COLO 205. Synergy scores: CSS=52.5, Synergy_ZIP=4.96, Synergy_Bliss=7.07, Synergy_Loewe=-33.1, Synergy_HSA=1.51. (7) Drug 1: COC1=NC(=NC2=C1N=CN2C3C(C(C(O3)CO)O)O)N. Drug 2: CC1CCC2CC(C(=CC=CC=CC(CC(C(=O)C(C(C(=CC(C(=O)CC(OC(=O)C3CCCCN3C(=O)C(=O)C1(O2)O)C(C)CC4CCC(C(C4)OC)OCCO)C)C)O)OC)C)C)C)OC. Cell line: SW-620. Synergy scores: CSS=-0.473, Synergy_ZIP=-0.498, Synergy_Bliss=-1.10, Synergy_Loewe=-4.86, Synergy_HSA=-1.79. (8) Drug 1: C1=CN(C(=O)N=C1N)C2C(C(C(O2)CO)O)O.Cl. Drug 2: C1=NC2=C(N1)C(=S)N=CN2. Cell line: SK-OV-3. Synergy scores: CSS=30.8, Synergy_ZIP=-7.46, Synergy_Bliss=-2.75, Synergy_Loewe=0.0698, Synergy_HSA=1.53. (9) Drug 1: CC12CCC(CC1=CCC3C2CCC4(C3CC=C4C5=CN=CC=C5)C)O. Drug 2: CC(C)(C#N)C1=CC(=CC(=C1)CN2C=NC=N2)C(C)(C)C#N. Cell line: HCT116. Synergy scores: CSS=8.78, Synergy_ZIP=-2.08, Synergy_Bliss=-0.0323, Synergy_Loewe=0.575, Synergy_HSA=-0.483. (10) Drug 1: CN1C(=O)N2C=NC(=C2N=N1)C(=O)N. Drug 2: C(CC(=O)O)C(=O)CN.Cl. Cell line: HOP-62. Synergy scores: CSS=0.325, Synergy_ZIP=3.90, Synergy_Bliss=3.23, Synergy_Loewe=-9.29, Synergy_HSA=-5.65.